From a dataset of Forward reaction prediction with 1.9M reactions from USPTO patents (1976-2016). Predict the product of the given reaction. (1) Given the reactants C(OC(=O)[NH:7][C:8]1[CH:13]=[C:12]([CH2:14][CH3:15])[C:11]([C:16]([F:19])([F:18])[F:17])=[CH:10][C:9]=1[NH:20][C:21](=[O:37])[CH2:22][C:23](=O)[C:24]1[CH:29]=[CH:28][CH:27]=[C:26]([C:30]2[CH:31]=[N:32][CH:33]=[CH:34][CH:35]=2)[CH:25]=1)(C)(C)C.C(O)(C(F)(F)F)=O, predict the reaction product. The product is: [CH2:14]([C:12]1[C:11]([C:16]([F:17])([F:18])[F:19])=[CH:10][C:9]2[NH:20][C:21](=[O:37])[CH2:22][C:23]([C:24]3[CH:29]=[CH:28][CH:27]=[C:26]([C:30]4[CH:31]=[N:32][CH:33]=[CH:34][CH:35]=4)[CH:25]=3)=[N:7][C:8]=2[CH:13]=1)[CH3:15]. (2) Given the reactants Br[CH2:2][C:3](=[O:31])[C@@H:4]([NH:13][C:14]([O:16][CH2:17][CH:18]1[C:30]2[CH:29]=[CH:28][CH:27]=[CH:26][C:25]=2[C:24]2[C:19]1=[CH:20][CH:21]=[CH:22][CH:23]=2)=[O:15])[CH2:5][C:6]([O:8][C:9]([CH3:12])([CH3:11])[CH3:10])=[O:7].[N-:32]=[N+:33]=[N-:34].[Na+], predict the reaction product. The product is: [N:32]([CH2:2][C:3](=[O:31])[C@@H:4]([NH:13][C:14]([O:16][CH2:17][CH:18]1[C:30]2[CH:29]=[CH:28][CH:27]=[CH:26][C:25]=2[C:24]2[C:19]1=[CH:20][CH:21]=[CH:22][CH:23]=2)=[O:15])[CH2:5][C:6]([O:8][C:9]([CH3:12])([CH3:11])[CH3:10])=[O:7])=[N+:33]=[N-:34]. (3) Given the reactants [F:1][C:2]1[CH:7]=[C:6]([N+:8]([O-:10])=[O:9])[CH:5]=[CH:4][C:3]=1[N:11]1[C@H:15]([CH2:16][CH3:17])[CH2:14][O:13][CH:12]1[C:18]([F:21])([F:20])[F:19].[SiH](CC)(CC)CC.CO, predict the reaction product. The product is: [F:1][C:2]1[CH:7]=[C:6]([N+:8]([O-:10])=[O:9])[CH:5]=[CH:4][C:3]=1[N:11]([CH2:12][C:18]([F:21])([F:20])[F:19])[C@H:15]([CH2:16][CH3:17])[CH2:14][OH:13].